This data is from Peptide-MHC class I binding affinity with 185,985 pairs from IEDB/IMGT. The task is: Regression. Given a peptide amino acid sequence and an MHC pseudo amino acid sequence, predict their binding affinity value. This is MHC class I binding data. (1) The peptide sequence is GVTFQGKFK. The MHC is HLA-A11:01 with pseudo-sequence HLA-A11:01. The binding affinity (normalized) is 0.406. (2) The peptide sequence is MLYPLLWMF. The MHC is HLA-B15:01 with pseudo-sequence HLA-B15:01. The binding affinity (normalized) is 0.445. (3) The peptide sequence is IPLTEEAEL. The MHC is HLA-A68:01 with pseudo-sequence HLA-A68:01. The binding affinity (normalized) is 0. (4) The peptide sequence is LLNGQGPMK. The MHC is HLA-A03:01 with pseudo-sequence HLA-A03:01. The binding affinity (normalized) is 0.742. (5) The peptide sequence is YMSALNHTK. The MHC is HLA-A03:01 with pseudo-sequence HLA-A03:01. The binding affinity (normalized) is 0.567.